From a dataset of Full USPTO retrosynthesis dataset with 1.9M reactions from patents (1976-2016). Predict the reactants needed to synthesize the given product. (1) The reactants are: [Br:1][C:2]1[C:11]2[C:6](=[CH:7][CH:8]=[C:9]([O:12][CH3:13])[CH:10]=2)[N:5]=[CH:4][C:3]=1C(O)=O.C([N:19]([CH2:22]C)CC)C.[C:24]([OH:28])([CH3:27])([CH3:26])[CH3:25].C1(P(N=[N+]=[N-])(C2C=CC=CC=2)=[O:36])C=CC=CC=1. Given the product [C:24]([O:28][C:22](=[O:36])[NH:19][C:3]1[CH:4]=[N:5][C:6]2[C:11]([C:2]=1[Br:1])=[CH:10][C:9]([O:12][CH3:13])=[CH:8][CH:7]=2)([CH3:27])([CH3:26])[CH3:25], predict the reactants needed to synthesize it. (2) Given the product [C:1]([N:5]1[C:9]2[NH:10][C:15](=[O:20])[CH:16]=[C:17]([CH3:19])[C:8]=2[C:7]([CH:11]2[CH2:14][CH2:13][CH2:12]2)=[N:6]1)([CH3:4])([CH3:2])[CH3:3], predict the reactants needed to synthesize it. The reactants are: [C:1]([N:5]1[C:9]([NH2:10])=[CH:8][C:7]([CH:11]2[CH2:14][CH2:13][CH2:12]2)=[N:6]1)([CH3:4])([CH3:3])[CH3:2].[C:15](OC)(=[O:20])[CH2:16][C:17]([CH3:19])=O. (3) Given the product [CH3:1][O:2][C:3](=[O:28])[CH2:4][C:5]1[CH:6]=[C:7]([C:13]2[CH:18]=[CH:17][C:16]([C:19]([F:22])([F:20])[F:21])=[CH:15][C:14]=2[CH2:23][N:24]([C:29](=[O:31])[CH3:30])[CH:25]2[CH2:26][CH2:27]2)[C:8]([O:11][CH3:12])=[CH:9][CH:10]=1, predict the reactants needed to synthesize it. The reactants are: [CH3:1][O:2][C:3](=[O:28])[CH2:4][C:5]1[CH:6]=[C:7]([C:13]2[CH:18]=[CH:17][C:16]([C:19]([F:22])([F:21])[F:20])=[CH:15][C:14]=2[CH2:23][NH:24][CH:25]2[CH2:27][CH2:26]2)[C:8]([O:11][CH3:12])=[CH:9][CH:10]=1.[C:29](Cl)(=[O:31])[CH3:30].